From a dataset of Reaction yield outcomes from USPTO patents with 853,638 reactions. Predict the reaction yield, written as a fraction of the theoretical maximum amount of product (1.0 means a 100% yield; for example, 0.34 means a 34% yield). (1) The reactants are [N:1]1[CH:6]=[CH:5][CH:4]=[CH:3][C:2]=1[NH:7][C:8]([N:10]1[C@@H:16]2[CH2:17][N:13]([CH2:14][CH2:15]2)[C:12]2[CH:18]=[CH:19][C:20]([C:22](O)=[O:23])=[N:21][C:11]1=2)=[O:9].CN(C(ON1N=NC2C=CC=NC1=2)=[N+](C)C)C.F[P-](F)(F)(F)(F)F.CCN(C(C)C)C(C)C.[F:58][C:59]([F:66])([F:65])[CH:60]([NH2:64])[CH2:61][O:62][CH3:63]. The catalyst is CN(C)C=O. The product is [N:1]1[CH:6]=[CH:5][CH:4]=[CH:3][C:2]=1[NH:7][C:8]([N:10]1[C@@H:16]2[CH2:17][N:13]([CH2:14][CH2:15]2)[C:12]2[CH:18]=[CH:19][C:20]([C:22]([NH:64][CH:60]([CH2:61][O:62][CH3:63])[C:59]([F:66])([F:65])[F:58])=[O:23])=[N:21][C:11]1=2)=[O:9]. The yield is 0.376. (2) The reactants are [N+:1]([C:4]1[CH:9]=[CH:8][C:7]([C:10]2[CH:15]=[CH:14][C:13]([O:16][CH:17]3[CH:22]4[CH2:23][CH2:24][N:19]([CH2:20][CH2:21]4)[CH2:18]3)=[CH:12][CH:11]=2)=[CH:6][CH:5]=1)([O-])=O. The catalyst is CO.[Pd]. The product is [N:19]12[CH2:20][CH2:21][CH:22]([CH2:23][CH2:24]1)[CH:17]([O:16][C:13]1[CH:12]=[CH:11][C:10]([C:7]3[CH:8]=[CH:9][C:4]([NH2:1])=[CH:5][CH:6]=3)=[CH:15][CH:14]=1)[CH2:18]2. The yield is 0.740. (3) The reactants are [Cl:1][C:2]1[C:11]([O:12][CH3:13])=[CH:10][C:5]([C:6]([O:8]C)=[O:7])=[CH:4][C:3]=1[CH2:14][O:15][C:16]1[CH:17]=[N:18][C:19]([NH:22][C:23]2[CH:28]=[CH:27][C:26]([N:29]3[CH2:34][C@@H:33]([CH3:35])[NH:32][C@@H:31]([CH3:36])[CH2:30]3)=[CH:25][CH:24]=2)=[N:20][CH:21]=1.[OH-].[Na+].Cl. The catalyst is CO. The product is [Cl:1][C:2]1[C:11]([O:12][CH3:13])=[CH:10][C:5]([C:6]([OH:8])=[O:7])=[CH:4][C:3]=1[CH2:14][O:15][C:16]1[CH:17]=[N:18][C:19]([NH:22][C:23]2[CH:24]=[CH:25][C:26]([N:29]3[CH2:34][C@@H:33]([CH3:35])[NH:32][C@@H:31]([CH3:36])[CH2:30]3)=[CH:27][CH:28]=2)=[N:20][CH:21]=1. The yield is 1.00. (4) The reactants are [Cl:1][C:2]1[CH:28]=[CH:27][C:5]([O:6][C:7]2[CH:12]=[CH:11][C:10]([N:13]3[C@@H:17]([C:18]4[CH:23]=[CH:22][CH:21]=[C:20]([O:24]C)[CH:19]=4)[CH2:16][NH:15][C:14]3=[O:26])=[CH:9][CH:8]=2)=[CH:4][CH:3]=1.B(Br)(Br)Br.CO.O. The catalyst is C(Cl)Cl. The product is [Cl:1][C:2]1[CH:28]=[CH:27][C:5]([O:6][C:7]2[CH:8]=[CH:9][C:10]([N:13]3[C@@H:17]([C:18]4[CH:23]=[CH:22][CH:21]=[C:20]([OH:24])[CH:19]=4)[CH2:16][NH:15][C:14]3=[O:26])=[CH:11][CH:12]=2)=[CH:4][CH:3]=1. The yield is 0.880.